Dataset: Full USPTO retrosynthesis dataset with 1.9M reactions from patents (1976-2016). Task: Predict the reactants needed to synthesize the given product. (1) Given the product [Br:1][C:5]1[CH:4]=[C:3]([CH3:2])[CH:8]=[C:7]([CH3:9])[N:6]=1, predict the reactants needed to synthesize it. The reactants are: [BrH:1].[CH3:2][C:3]1[CH:8]=[C:7]([CH3:9])[N:6]=[C:5](N)[CH:4]=1.BrBr.N([O-])=O.[Na+].N([O-])=O.[OH-].[Na+]. (2) Given the product [CH:20]1([C@H:15]([NH:14][C:12]([C:3]2[C:2]([NH:1][C:26]([NH:25][C:28]3[C:29]([CH3:36])=[CH:30][C:31]([CH3:35])=[CH:32][C:33]=3[CH3:34])=[O:27])=[CH:11][C:10]3[C:5](=[CH:6][CH:7]=[CH:8][CH:9]=3)[CH:4]=2)=[O:13])[C:16]([O:18][CH3:19])=[O:17])[CH2:21][CH2:22][CH2:23][CH2:24]1, predict the reactants needed to synthesize it. The reactants are: [NH2:1][C:2]1[C:3]([C:12]([NH:14][C@@H:15]([CH:20]2[CH2:24][CH2:23][CH2:22][CH2:21]2)[C:16]([O:18][CH3:19])=[O:17])=[O:13])=[CH:4][C:5]2[C:10]([CH:11]=1)=[CH:9][CH:8]=[CH:7][CH:6]=2.[N:25]([C:28]1[C:33]([CH3:34])=[CH:32][C:31]([CH3:35])=[CH:30][C:29]=1[CH3:36])=[C:26]=[O:27]. (3) Given the product [F:22][C:17]1[CH:18]=[CH:19][CH:20]=[CH:21][C:16]=1[N:9]1[C:10]2[CH:15]=[CH:14][CH:13]=[CH:12][C:11]=2[N:7]([CH2:6][CH2:5][CH2:4][CH2:3][CH2:2][N:26]([CH3:27])[CH3:25])[S:8]1(=[O:24])=[O:23], predict the reactants needed to synthesize it. The reactants are: Br[CH2:2][CH2:3][CH2:4][CH2:5][CH2:6][N:7]1[C:11]2[CH:12]=[CH:13][CH:14]=[CH:15][C:10]=2[N:9]([C:16]2[CH:21]=[CH:20][CH:19]=[CH:18][C:17]=2[F:22])[S:8]1(=[O:24])=[O:23].[CH3:25][NH:26][CH3:27]. (4) Given the product [Cl:1][C:2]1[CH:3]=[CH:4][C:5]([C:28]([F:30])([F:29])[F:31])=[C:6]([CH:27]=1)[CH2:7][N:8]1[CH2:13][CH2:12][NH:11][C:10]2[N:14]=[CH:15][C:16]([C:18]3[CH:19]=[CH:20][C:21]([C:22]([N:44]4[CH2:45][CH2:46][CH:41]([C:34]5[C:35]6[C:40](=[CH:39][CH:38]=[CH:37][CH:36]=6)[NH:32][CH:33]=5)[CH2:42][CH2:43]4)=[O:23])=[CH:25][CH:26]=3)=[CH:17][C:9]1=2, predict the reactants needed to synthesize it. The reactants are: [Cl:1][C:2]1[CH:3]=[CH:4][C:5]([C:28]([F:31])([F:30])[F:29])=[C:6]([CH:27]=1)[CH2:7][N:8]1[CH2:13][CH2:12][NH:11][C:10]2[N:14]=[CH:15][C:16]([C:18]3[CH:26]=[CH:25][C:21]([C:22](O)=[O:23])=[CH:20][CH:19]=3)=[CH:17][C:9]1=2.[NH:32]1[C:40]2[C:35](=[CH:36][CH:37]=[CH:38][CH:39]=2)[C:34]([CH:41]2[CH2:46][CH2:45][NH:44][CH2:43][CH2:42]2)=[CH:33]1. (5) Given the product [Br:1][C:2]1[CH:3]=[C:4]2[C:8](=[CH:9][CH:10]=1)[N:7]([C:19]1[CH:20]=[CH:21][C:16]([O:15][CH2:14][O:13][CH3:12])=[CH:17][CH:18]=1)[C:6]([CH3:11])=[CH:5]2, predict the reactants needed to synthesize it. The reactants are: [Br:1][C:2]1[CH:3]=[C:4]2[C:8](=[CH:9][CH:10]=1)[NH:7][C:6]([CH3:11])=[CH:5]2.[CH3:12][O:13][CH2:14][O:15][C:16]1[CH:21]=[CH:20][C:19](I)=[CH:18][CH:17]=1. (6) Given the product [CH3:1][C@H:2]1[C:9]([S:10][C@@H:11]2[CH2:15][NH:14][C@H:13]([C:16]([N:18]([CH3:19])[CH3:20])=[O:17])[CH2:12]2)=[C:8]([C:21]([OH:23])=[O:22])[N:7]2[C@H:3]1[C@@H:4]([C@H:24]([OH:26])[CH3:25])[C:5]2=[O:6], predict the reactants needed to synthesize it. The reactants are: [CH3:1][C@H:2]1[C:9]([S:10][C@@H:11]2[CH2:15][NH:14][C@H:13]([C:16]([N:18]([CH3:20])[CH3:19])=[O:17])[CH2:12]2)=[C:8]([C:21]([OH:23])=[O:22])[N:7]2[C@H:3]1[C@@H:4]([C@H:24]([OH:26])[CH3:25])[C:5]2=[O:6].O.O.O.